Predict the product of the given reaction. From a dataset of Forward reaction prediction with 1.9M reactions from USPTO patents (1976-2016). (1) The product is: [N:22]1[O:23][N:24]=[C:25]2[CH:30]=[C:29]([C:31]([N:8]3[CH:13]4[CH2:14][O:15][CH2:16][CH:9]3[CH2:10][O:11][CH2:12]4)=[O:32])[CH:28]=[CH:27][C:26]=12. Given the reactants C([N:8]1[CH:13]2[CH2:14][O:15][CH2:16][CH:9]1[CH2:10][O:11][CH2:12]2)C1C=CC=CC=1.C1COCC1.[N:22]1[O:23][N:24]=[C:25]2[CH:30]=[C:29]([C:31](Cl)=[O:32])[CH:28]=[CH:27][C:26]=12.OS(O)(=O)=O, predict the reaction product. (2) Given the reactants [S:1]1[CH:5]=[CH:4][CH:3]=[C:2]1[CH:6]=O.[CH:8]1[CH:12]=[C:11]([CH2:13][NH2:14])[O:10][CH:9]=1, predict the reaction product. The product is: [O:10]1[CH:9]=[CH:8][CH:12]=[C:11]1[CH2:13][NH:14][CH2:6][C:2]1[S:1][CH:5]=[CH:4][CH:3]=1. (3) Given the reactants COC1C=C(OC)C=CC=1C[N:6]([C:21]1[S:25][N:24]=[CH:23][N:22]=1)[S:7]([C:10]1[C:19]([F:20])=[CH:18][C:13]2[NH:14][C:15](=[O:17])[O:16][C:12]=2[CH:11]=1)(=[O:9])=[O:8].[Cl:32][C:33]1[N:34]=[CH:35][C:36]2[C:41]([CH:42]=1)=[CH:40][CH:39]=[CH:38][C:37]=2[CH2:43]O.C1(P(C2C=CC=CC=2)C2C=CC=CC=2)C=CC=CC=1.N(/C(OC(C)(C)C)=O)=N\C(OC(C)(C)C)=O, predict the reaction product. The product is: [Cl:32][C:33]1[N:34]=[CH:35][C:36]2[C:41]([CH:42]=1)=[CH:40][CH:39]=[CH:38][C:37]=2[CH2:43][N:14]1[C:13]2[CH:18]=[C:19]([F:20])[C:10]([S:7]([NH:6][C:21]3[S:25][N:24]=[CH:23][N:22]=3)(=[O:9])=[O:8])=[CH:11][C:12]=2[O:16][C:15]1=[O:17]. (4) Given the reactants [CH3:1][C:2]1[CH2:7][CH2:6][CH2:5][C:4]([CH3:9])([CH3:8])[C:3]=1[CH2:10][OH:11].[F:12][C:13]1[CH:20]=[C:19](O)[CH:18]=[CH:17][C:14]=1[C:15]#[N:16].C1(P(C2C=CC=CC=2)C2C=CC=CC=2)C=CC=CC=1.N(C(OCC)=O)=NC(OCC)=O, predict the reaction product. The product is: [F:12][C:13]1[CH:20]=[C:19]([O:11][CH2:10][C:3]2[C:4]([CH3:8])([CH3:9])[CH2:5][CH2:6][CH2:7][C:2]=2[CH3:1])[CH:18]=[CH:17][C:14]=1[C:15]#[N:16]. (5) Given the reactants [C:1]1([S:7](Cl)(=[O:9])=[O:8])[CH:6]=[CH:5][CH:4]=[CH:3][CH:2]=1.[NH2:11][C:12]1[CH:13]=[C:14]([C@@H:26]([OH:45])[CH2:27][NH:28][C:29]([CH3:44])([CH3:43])[CH2:30][CH2:31][N:32]2[CH:36]=[C:35]([C:37]3[CH:42]=[CH:41][CH:40]=[CH:39][CH:38]=3)[N:34]=[CH:33]2)[CH:15]=[CH:16][C:17]=1[O:18][CH2:19][C:20]1[CH:25]=[CH:24][CH:23]=[CH:22][CH:21]=1, predict the reaction product. The product is: [CH2:19]([O:18][C:17]1[CH:16]=[CH:15][C:14]([C@@H:26]([OH:45])[CH2:27][NH:28][C:29]([CH3:44])([CH3:43])[CH2:30][CH2:31][N:32]2[CH:36]=[C:35]([C:37]3[CH:38]=[CH:39][CH:40]=[CH:41][CH:42]=3)[N:34]=[CH:33]2)=[CH:13][C:12]=1[NH:11][S:7]([C:1]1[CH:6]=[CH:5][CH:4]=[CH:3][CH:2]=1)(=[O:9])=[O:8])[C:20]1[CH:25]=[CH:24][CH:23]=[CH:22][CH:21]=1. (6) Given the reactants O([C:9]1[CH:18]=[CH:17][C:16]2[C:11](=[CH:12][CH:13]=[CH:14][CH:15]=2)[C:10]=1[N+:19]([O-:21])=[O:20])S(C(F)(F)F)(=O)=O.[CH3:22][C:23]1[N:27]=[C:26]([C:28]2[CH:29]=[C:30]([CH:32]=[CH:33][CH:34]=2)[NH2:31])[O:25][N:24]=1, predict the reaction product. The product is: [N+:19]([C:10]1[C:11]2[C:16](=[CH:15][CH:14]=[CH:13][CH:12]=2)[CH:17]=[CH:18][C:9]=1[NH:31][C:30]1[CH:32]=[CH:33][CH:34]=[C:28]([C:26]2[O:25][N:24]=[C:23]([CH3:22])[N:27]=2)[CH:29]=1)([O-:21])=[O:20]. (7) Given the reactants [CH3:1][C:2]1[CH:7]=[CH:6][C:5](Cl)=[CH:4][CH:3]=1.[NH:9]1[CH2:14][CH2:13][CH2:12][CH2:11][CH2:10]1.CC([O-])(C)C.[Na+], predict the reaction product. The product is: [CH3:1][C:2]1[CH:7]=[CH:6][C:5]([N:9]2[CH2:14][CH2:13][CH2:12][CH2:11][CH2:10]2)=[CH:4][CH:3]=1. (8) Given the reactants Br[C:2]1[C:7]([NH2:8])=[CH:6][C:5]([F:9])=[CH:4][N:3]=1.[C:10]([O:14][CH2:15][CH3:16])(=[O:13])[CH:11]=[CH2:12], predict the reaction product. The product is: [NH2:8][C:7]1[C:2](/[CH:12]=[CH:11]/[C:10]([O:14][CH2:15][CH3:16])=[O:13])=[N:3][CH:4]=[C:5]([F:9])[CH:6]=1.[F:9][C:5]1[CH:6]=[C:7]2[C:2]([CH:12]=[CH:11][C:10](=[O:13])[NH:8]2)=[N:3][CH:4]=1. (9) Given the reactants C(O[CH2:10][C@H:11]([C:15]1[CH:20]=[CH:19][C:18]([N:21]2[CH2:25][CH2:24][CH2:23][CH2:22]2)=[CH:17][CH:16]=1)[CH2:12][CH:13]=[O:14])(=O)C1C=CC=CC=1, predict the reaction product. The product is: [N:21]1([C:18]2[CH:19]=[CH:20][C:15]([C@H:11]([CH3:10])[CH2:12][CH:13]=[O:14])=[CH:16][CH:17]=2)[CH2:25][CH2:24][CH2:23][CH2:22]1.